From a dataset of Reaction yield outcomes from USPTO patents with 853,638 reactions. Predict the reaction yield, written as a fraction of the theoretical maximum amount of product (1.0 means a 100% yield; for example, 0.34 means a 34% yield). (1) The reactants are C([N:3]([CH2:6][CH3:7])[CH2:4][CH3:5])C.[CH:8]1([C:18]([OH:20])=O)[C:17]2[C:12](=[CH:13][CH:14]=[CH:15][CH:16]=2)[CH2:11][CH2:10][O:9]1.F[P-](F)(F)(F)(F)F.[N:28]1(O[P+](N(C)C)(N(C)C)N(C)C)[C:32]2[CH:33]=[CH:34][CH:35]=[CH:36][C:31]=2[N:30]=N1. The catalyst is ClCCl. The product is [CH:8]1([C:18]([N:3]2[CH2:4][CH2:5][C:14]3([NH:30][C:31]4[C:32](=[CH:33][CH:34]=[CH:35][CH:36]=4)[N:28]4[CH:10]=[CH:11][CH:12]=[C:13]34)[CH2:7][CH2:6]2)=[O:20])[C:17]2[C:12](=[CH:13][CH:14]=[CH:15][CH:16]=2)[CH2:11][CH2:10][O:9]1. The yield is 0.660. (2) The reactants are [Cl:1][C:2]1[N:7]=[CH:6][C:5]([CH2:8][C:9]([O:11][CH2:12][CH3:13])=[O:10])=[CH:4][CH:3]=1.[H-].[Na+].I[CH3:17]. The catalyst is CN(C)C=O. The product is [Cl:1][C:2]1[N:7]=[CH:6][C:5]([CH:8]([CH3:17])[C:9]([O:11][CH2:12][CH3:13])=[O:10])=[CH:4][CH:3]=1. The yield is 0.670. (3) The reactants are [CH3:1][C:2]1[N:7]=[C:6]([SH:8])[N:5]=[C:4]([OH:9])[CH:3]=1.C(N(CC)CC)C.Br[CH2:18][C:19]1[CH:20]=[N:21][CH:22]=[N:23][CH:24]=1. The catalyst is C(O)C. The product is [CH3:1][C:2]1[N:7]=[C:6]([S:8][CH2:18][C:19]2[CH:20]=[N:21][CH:22]=[N:23][CH:24]=2)[N:5]=[C:4]([OH:9])[CH:3]=1. The yield is 0.0200. (4) The reactants are C(OC(=O)[O:5][C:6]1[C:17]2[C:16](=[O:18])[N:15]([CH2:19][C:20]3[CH:25]=[CH:24][C:23]([F:26])=[CH:22][CH:21]=3)[C:14](=[O:27])[C:13]=2[C:12]([O:28][CH:29]([C:36]2[CH:41]=[CH:40][CH:39]=[CH:38][CH:37]=2)[C:30]2[CH:35]=[CH:34][CH:33]=[CH:32][CH:31]=2)=[C:11]2[C:7]=1[N:8]([CH2:42][C:43]1[CH:48]=[CH:47][CH:46]=[CH:45][CH:44]=1)[CH:9]=[N:10]2)C.C([O-])([O-])=O.[K+].[K+]. The product is [CH:29]([O:28][C:12]1[C:13]2[C:14](=[O:27])[N:15]([CH2:19][C:20]3[CH:21]=[CH:22][C:23]([F:26])=[CH:24][CH:25]=3)[C:16](=[O:18])[C:17]=2[C:6]([OH:5])=[C:7]2[C:11]=1[N:10]=[CH:9][N:8]2[CH2:42][C:43]1[CH:48]=[CH:47][CH:46]=[CH:45][CH:44]=1)([C:36]1[CH:37]=[CH:38][CH:39]=[CH:40][CH:41]=1)[C:30]1[CH:35]=[CH:34][CH:33]=[CH:32][CH:31]=1. The catalyst is C1COCC1.CN(C1C=CN=CC=1)C.O. The yield is 0.940. (5) The reactants are Br[CH2:2][C:3]1[CH:4]=[C:5]([B:9]2[O:14][CH2:13][C:12]([CH3:16])([CH3:15])[CH2:11][O:10]2)[CH:6]=[CH:7][CH:8]=1.[CH2:17]([NH:19][CH2:20][CH3:21])[CH3:18]. The catalyst is C(OCC)(=O)C. The product is [CH3:15][C:12]1([CH3:16])[CH2:13][O:14][B:9]([C:5]2[CH:4]=[C:3]([CH:8]=[CH:7][CH:6]=2)[CH2:2][N:19]([CH2:20][CH3:21])[CH2:17][CH3:18])[O:10][CH2:11]1. The yield is 0.650.